Dataset: Reaction yield outcomes from USPTO patents with 853,638 reactions. Task: Predict the reaction yield, written as a fraction of the theoretical maximum amount of product (1.0 means a 100% yield; for example, 0.34 means a 34% yield). (1) The reactants are [BH4-].[Li+].[Cl:3][C:4]1[CH:5]=[CH:6][C:7]([C:26](OC)=[O:27])=[C:8]2[C:12]=1[N:11]=[C:10]1[N:13]([C:17]3[C:22]([CH3:23])=[CH:21][C:20]([Cl:24])=[CH:19][C:18]=3[Cl:25])[CH2:14][CH2:15][CH2:16][N:9]21. The catalyst is O1CCCC1. The product is [Cl:3][C:4]1[C:12]2[N:11]=[C:10]3[N:13]([C:17]4[C:22]([CH3:23])=[CH:21][C:20]([Cl:24])=[CH:19][C:18]=4[Cl:25])[CH2:14][CH2:15][CH2:16][N:9]3[C:8]=2[C:7]([CH2:26][OH:27])=[CH:6][CH:5]=1. The yield is 0.830. (2) The reactants are Br[C:2]1[S:6][C:5]([CH2:7][O:8][C:9]2[C:10]([F:19])=[C:11]([C:15]([F:18])=[CH:16][CH:17]=2)[C:12]([NH2:14])=[O:13])=[N:4][C:3]=1[C:20]1[CH:25]=[CH:24][C:23]([O:26][CH3:27])=[CH:22][CH:21]=1.[CH2:28]([Sn](CCCC)(CCCC)CCCC)[CH:29]=[CH2:30].O. The catalyst is CN(C=O)C.[Pd].C1(P(C2C=CC=CC=2)(C2C=CC=CC=2)C2C=CC=CC=2)C=CC=CC=1. The product is [CH2:30]([C:2]1[S:6][C:5]([CH2:7][O:8][C:9]2[C:10]([F:19])=[C:11]([C:15]([F:18])=[CH:16][CH:17]=2)[C:12]([NH2:14])=[O:13])=[N:4][C:3]=1[C:20]1[CH:25]=[CH:24][C:23]([O:26][CH3:27])=[CH:22][CH:21]=1)[CH:29]=[CH2:28]. The yield is 0.600. (3) The product is [CH2:8]([O:10][C:11](=[O:19])[CH2:12][C:13](=[O:18])[CH2:14][C:15](=[O:17])/[CH:16]=[CH:33]/[C:32]1[C:23]([CH:20]2[CH2:21][CH2:22]2)=[N:24][C:25]2[C:30]([C:31]=1[C:35]1[CH:40]=[CH:39][C:38]([F:41])=[CH:37][CH:36]=1)=[CH:29][CH:28]=[CH:27][CH:26]=2)[CH3:9]. The yield is 0.820. The catalyst is C(O)(=O)C. The reactants are [H-].[Na+].O1CCCC1.[CH2:8]([O:10][C:11](=[O:19])[CH2:12][C:13](=[O:18])[CH2:14][C:15](=[O:17])[CH3:16])[CH3:9].[CH:20]1([C:23]2[C:32]([CH:33]=O)=[C:31]([C:35]3[CH:40]=[CH:39][C:38]([F:41])=[CH:37][CH:36]=3)[C:30]3[C:25](=[CH:26][CH:27]=[CH:28][CH:29]=3)[N:24]=2)[CH2:22][CH2:21]1. (4) The reactants are [C:1]([O:5][C:6](=[O:16])[NH:7][C@H:8]1[CH2:13][CH2:12][C@H:11]([CH2:14][OH:15])[CH2:10][CH2:9]1)([CH3:4])([CH3:3])[CH3:2].[CH3:17][O:18][C:19]1[CH:20]=[C:21]2[C:26](=[CH:27][CH:28]=1)[N:25]=[CH:24][C:23]([C:29](O)=[O:30])=[CH:22]2.ON1C2C=CC=CC=2N=N1.Cl.CN(C)CCCN=C=NCC.C(N(CC)CC)C. The catalyst is ClCCl.C(OCC)(=O)C. The product is [C:1]([O:5][C:6]([NH:7][C@H:8]1[CH2:9][CH2:10][C@H:11]([CH2:14][O:15][C:29]([C:23]2[CH:24]=[N:25][C:26]3[C:21]([CH:22]=2)=[CH:20][C:19]([O:18][CH3:17])=[CH:28][CH:27]=3)=[O:30])[CH2:12][CH2:13]1)=[O:16])([CH3:4])([CH3:2])[CH3:3]. The yield is 0.770. (5) The reactants are [C:1]([C:3]([C:6]1[CH:7]=[C:8]([CH:12]=[CH:13][CH:14]=1)[C:9](Cl)=[O:10])([CH3:5])[CH3:4])#[N:2].Cl.Cl.[NH2:17][C:18]1[CH:19]=[C:20]([CH:29]=[CH:30][CH:31]=1)[O:21][C:22]1[CH:23]=[CH:24][C:25]([NH2:28])=[N:26][CH:27]=1.C(=O)([O-])O.[Na+]. The catalyst is CN(C)C(=O)C. The product is [NH2:28][C:25]1[N:26]=[CH:27][C:22]([O:21][C:20]2[CH:19]=[C:18]([NH:17][C:9](=[O:10])[C:8]3[CH:12]=[CH:13][CH:14]=[C:6]([C:3]([C:1]#[N:2])([CH3:5])[CH3:4])[CH:7]=3)[CH:31]=[CH:30][CH:29]=2)=[CH:23][CH:24]=1. The yield is 0.660.